This data is from Reaction yield outcomes from USPTO patents with 853,638 reactions. The task is: Predict the reaction yield, written as a fraction of the theoretical maximum amount of product (1.0 means a 100% yield; for example, 0.34 means a 34% yield). (1) The reactants are [F:1][C:2]1[C:19]([F:20])=[CH:18][CH:17]=[CH:16][C:3]=1[CH2:4][C:5]1[C:6](=[O:15])[NH:7][C:8]([CH2:12][CH2:13][CH3:14])=[N:9][C:10]=1[CH3:11].Br[CH2:22][C:23]1[CH:28]=[CH:27][C:26]([C:29]2[CH:34]=[CH:33][CH:32]=[CH:31][C:30]=2[C:35]2[N:39]=[C:38](C(Cl)(Cl)Cl)[O:37][N:36]=2)=[CH:25][CH:24]=1.C(=O)([O-])[O-:45].[Cs+].[Cs+]. The catalyst is CN(C)C=O.C(OCC)(=O)C. The product is [F:1][C:2]1[C:19]([F:20])=[CH:18][CH:17]=[CH:16][C:3]=1[CH2:4][C:5]1[C:6](=[O:15])[N:7]([CH2:22][C:23]2[CH:28]=[CH:27][C:26]([C:29]3[CH:34]=[CH:33][CH:32]=[CH:31][C:30]=3[C:35]3[NH:39][C:38](=[O:45])[O:37][N:36]=3)=[CH:25][CH:24]=2)[C:8]([CH2:12][CH2:13][CH3:14])=[N:9][C:10]=1[CH3:11]. The yield is 0.200. (2) The reactants are [CH3:1][C:2]([CH3:9])([CH3:8])[C:3](=O)[CH2:4][C:5]#[N:6].Cl.[CH3:11][C:12]1[CH:17]=[CH:16][CH:15]=[CH:14][C:13]=1[NH:18][NH2:19].C(O)(=O)C.C(=O)(O)[O-].[Na+]. The catalyst is C(O)C.CCCCCC. The product is [C:2]([C:3]1[CH:4]=[C:5]([NH2:6])[N:18]([C:13]2[CH:14]=[CH:15][CH:16]=[CH:17][C:12]=2[CH3:11])[N:19]=1)([CH3:9])([CH3:8])[CH3:1]. The yield is 0.930. (3) The reactants are [C:1]([OH:7])(=O)[CH2:2][C:3]([OH:5])=O.[CH3:8][NH:9][C:10]([NH2:12])=[O:11].C(OC(=O)C)(=O)C. The catalyst is C(O)(=O)C. The product is [CH3:8][N:9]1[C:1](=[O:7])[CH2:2][C:3](=[O:5])[NH:12][C:10]1=[O:11]. The yield is 0.658. (4) The reactants are [CH3:1][O:2][C:3]1[CH:25]=[CH:24][C:6]([CH2:7][N:8]2[CH2:14][C:13]3[CH:15]=[CH:16][C:17]([C:19](OC)=[O:20])=[CH:18][C:12]=3[O:11][C@H:10]([CH3:23])[CH2:9]2)=[CH:5][CH:4]=1.[OH-:26].[Na+].[NH2:28]O. The catalyst is C1COCC1.CO. The product is [OH:26][NH:28][C:19]([C:17]1[CH:16]=[CH:15][C:13]2[CH2:14][N:8]([CH2:7][C:6]3[CH:24]=[CH:25][C:3]([O:2][CH3:1])=[CH:4][CH:5]=3)[CH2:9][C@@H:10]([CH3:23])[O:11][C:12]=2[CH:18]=1)=[O:20]. The yield is 0.490. (5) The reactants are Cl.S(=O)(=O)(O)O.C(=O)(O)[O-].[Na+].[C:20](O[C:20]([O:22][C:23]([CH3:26])([CH3:25])[CH3:24])=[O:21])([O:22][C:23]([CH3:26])([CH3:25])[CH3:24])=[O:21].[C:27](O)(=O)[CH2:28][C:29]([CH2:34][C:35]([OH:37])=[O:36])(C(O)=O)[OH:30].O[N:41]1[C:45]2[CH:46]=[CH:47][CH:48]=[CH:49][C:44]=2[N:43]=[N:42]1.Cl.[CH2:51]([N:53]=C=NCCCN(C)C)[CH3:52]. The catalyst is O1CCOCC1.C(Cl)Cl.[Cl-].[Na+].O. The product is [N:41]1([O:37][C:35](=[O:36])[CH2:34][C@H:29]2[O:30][CH2:52][C@H:51]([NH:53][C:20](=[O:21])[O:22][C:23]([CH3:24])([CH3:25])[CH3:26])[CH2:27][CH2:28]2)[C:45]2[CH:46]=[CH:47][CH:48]=[CH:49][C:44]=2[N:43]=[N:42]1. The yield is 0.730. (6) The reactants are Cl.[S:2]([N:12]1[C:16]2=[N:17][CH:18]=[C:19]([CH2:21][NH2:22])[N:20]=[C:15]2[CH:14]=[CH:13]1)([C:5]1[CH:11]=[CH:10][C:8]([CH3:9])=[CH:7][CH:6]=1)(=[O:4])=[O:3].[C:23]([O:27][C:28]([N:30]1[CH2:35][CH2:34][C@@H:33]([CH3:36])[C@@H:32]([C:37](O)=[O:38])[CH2:31]1)=[O:29])([CH3:26])([CH3:25])[CH3:24].CN(C(ON1N=NC2C=CC=NC1=2)=[N+](C)C)C.F[P-](F)(F)(F)(F)F.CCN(C(C)C)C(C)C. The catalyst is C(Cl)Cl. The product is [C:23]([O:27][C:28]([N:30]1[CH2:35][CH2:34][C@@H:33]([CH3:36])[C@@H:32]([C:37](=[O:38])[NH:22][CH2:21][C:19]2[N:20]=[C:15]3[CH:14]=[CH:13][N:12]([S:2]([C:5]4[CH:6]=[CH:7][C:8]([CH3:9])=[CH:10][CH:11]=4)(=[O:3])=[O:4])[C:16]3=[N:17][CH:18]=2)[CH2:31]1)=[O:29])([CH3:25])([CH3:26])[CH3:24]. The yield is 0.960. (7) The reactants are CO[C:3]1[N:8]=[N:7][C:6]([C:9]([OH:11])=[O:10])=[CH:5][CH:4]=1.S(Cl)([Cl:14])=O. No catalyst specified. The product is [Cl:14][C:3]1[N:8]=[N:7][C:6]([C:9]([OH:11])=[O:10])=[CH:5][CH:4]=1. The yield is 1.00. (8) The reactants are [H-].[Na+].[Cl:3][C:4]1[CH:12]=[C:11]([Cl:13])[CH:10]=[C:9]2[C:5]=1[CH:6]=[C:7]([C:14]([O:16][CH2:17][CH3:18])=[O:15])[NH:8]2.I[CH3:20]. The catalyst is CN(C=O)C. The product is [Cl:3][C:4]1[CH:12]=[C:11]([Cl:13])[CH:10]=[C:9]2[C:5]=1[CH:6]=[C:7]([C:14]([O:16][CH2:17][CH3:18])=[O:15])[N:8]2[CH3:20]. The yield is 0.970. (9) The reactants are [O:1]=[S:2]1(=[O:35])[CH2:7][CH:6]=[C:5]([C:8]2[C:9]([O:19][C:20]3[CH:25]=[CH:24][C:23]([O:26][CH2:27][CH2:28][N:29]4[CH2:34][CH2:33][CH2:32][CH2:31][CH2:30]4)=[CH:22][CH:21]=3)=[C:10]3[C:15](=[CH:16][CH:17]=2)[CH:14]=[C:13]([OH:18])[CH:12]=[CH:11]3)[CH2:4][CH2:3]1.[ClH:36]. The catalyst is C(Cl)Cl. The product is [ClH:36].[O:35]=[S:2]1(=[O:1])[CH2:3][CH:4]=[C:5]([C:8]2[C:9]([O:19][C:20]3[CH:21]=[CH:22][C:23]([O:26][CH2:27][CH2:28][N:29]4[CH2:30][CH2:31][CH2:32][CH2:33][CH2:34]4)=[CH:24][CH:25]=3)=[C:10]3[C:15](=[CH:16][CH:17]=2)[CH:14]=[C:13]([OH:18])[CH:12]=[CH:11]3)[CH2:6][CH2:7]1. The yield is 0.600. (10) The reactants are Br[C:2]1[CH:7]=[CH:6][N:5]2[CH:8]=[C:9]([C:11]3[CH:16]=[CH:15][CH:14]=[CH:13][CH:12]=3)[N:10]=[C:4]2[CH:3]=1.Cl.[F:18][CH:19]1[CH2:24][CH2:23][NH:22][CH2:21][CH2:20]1.C(=O)([O-])[O-].[Cs+].[Cs+].CC1(C)C2C(=C(P(C3C=CC=CC=3)C3C=CC=CC=3)C=CC=2)OC2C(P(C3C=CC=CC=3)C3C=CC=CC=3)=CC=CC1=2. The catalyst is O1CCOCC1.C1C=CC(/C=C/C(/C=C/C2C=CC=CC=2)=O)=CC=1.C1C=CC(/C=C/C(/C=C/C2C=CC=CC=2)=O)=CC=1.C1C=CC(/C=C/C(/C=C/C2C=CC=CC=2)=O)=CC=1.[Pd].[Pd]. The product is [F:18][CH:19]1[CH2:24][CH2:23][N:22]([C:2]2[CH:7]=[CH:6][N:5]3[CH:8]=[C:9]([C:11]4[CH:16]=[CH:15][CH:14]=[CH:13][CH:12]=4)[N:10]=[C:4]3[CH:3]=2)[CH2:21][CH2:20]1. The yield is 0.330.